Dataset: Full USPTO retrosynthesis dataset with 1.9M reactions from patents (1976-2016). Task: Predict the reactants needed to synthesize the given product. (1) Given the product [CH3:21][CH2:20][CH2:19][CH2:18][CH2:17][CH2:16][CH2:15][CH2:14][CH2:13][CH2:12][CH:11]([CH2:31][OH:32])[CH2:10][CH2:22][CH2:23][CH2:24][CH2:25][CH2:26][CH2:27][CH3:28], predict the reactants needed to synthesize it. The reactants are: C(O[CH:10]([CH2:22][CH2:23][CH2:24][CH2:25][CH2:26][CH2:27][CH2:28]C)[CH2:11][CH2:12][CH2:13][CH2:14][CH2:15][CH2:16][CH2:17][CH2:18][CH2:19][CH2:20][CH3:21])(=O)C1C=CC=CC=1.C([O-])(=O)[CH:31](C)[OH:32].C([O-])(=O)C(C)(C)C.C([O-])(=O)CCCCCCC. (2) The reactants are: S(O[CH:12]1[CH2:17][CH2:16][CH2:15][N:14]([C:18]([O:20][C:21]([CH3:24])([CH3:23])[CH3:22])=[O:19])[CH2:13]1)(C1C=CC(C)=CC=1)(=O)=O.[NH2:25][C:26]1[NH:30][N:29]=[C:28]([C:31]2[CH:36]=[CH:35][C:34]([O:37][C:38]3[CH:43]=[CH:42][CH:41]=[CH:40][CH:39]=3)=[CH:33][CH:32]=2)[C:27]=1[C:44]#[N:45].C([O-])([O-])=O.[Cs+].[Cs+]. Given the product [NH2:25][C:26]1[N:30]([CH:12]2[CH2:17][CH2:16][CH2:15][N:14]([C:18]([O:20][C:21]([CH3:22])([CH3:23])[CH3:24])=[O:19])[CH2:13]2)[N:29]=[C:28]([C:31]2[CH:32]=[CH:33][C:34]([O:37][C:38]3[CH:43]=[CH:42][CH:41]=[CH:40][CH:39]=3)=[CH:35][CH:36]=2)[C:27]=1[C:44]#[N:45], predict the reactants needed to synthesize it. (3) Given the product [Br:14][CH2:15][CH2:16][CH2:17][CH2:18][O:13][C:4]1[CH:5]=[CH:6][C:7]([O:11][CH3:12])=[C:8]([O:9][CH3:10])[C:3]=1[O:2][CH3:1], predict the reactants needed to synthesize it. The reactants are: [CH3:1][O:2][C:3]1[C:8]([O:9][CH3:10])=[C:7]([O:11][CH3:12])[CH:6]=[CH:5][C:4]=1[OH:13].[Br:14][CH2:15][CH2:16][CH2:17][CH2:18]Br.